Dataset: Reaction yield outcomes from USPTO patents with 853,638 reactions. Task: Predict the reaction yield, written as a fraction of the theoretical maximum amount of product (1.0 means a 100% yield; for example, 0.34 means a 34% yield). (1) The reactants are Cl[C:2]1[C:11]2[C:6](=[CH:7][C:8]([CH3:12])=[CH:9][CH:10]=2)[N:5]=[C:4]([C:13]2[CH:18]=[CH:17][CH:16]=[CH:15][C:14]=2[OH:19])[N:3]=1.CCN(CC)CC.[NH2:27][CH:28]1[CH2:33][CH2:32][NH:31][CH2:30][CH2:29]1. The catalyst is C(Cl)Cl. The product is [NH2:27][CH:28]1[CH2:33][CH2:32][N:31]([C:2]2[C:11]3[C:6](=[CH:7][C:8]([CH3:12])=[CH:9][CH:10]=3)[N:5]=[C:4]([C:13]3[CH:18]=[CH:17][CH:16]=[CH:15][C:14]=3[OH:19])[N:3]=2)[CH2:30][CH2:29]1. The yield is 0.890. (2) The catalyst is CN(C=O)C. The product is [CH2:30]([N:12]1[C:11]([N:8]2[C:9]3[CH:10]=[C:2]([CH3:33])[CH:3]=[C:4]([C:22]#[N:23])[C:5]=3[CH:6]=[CH:7]2)=[C:16]([CH:17]([CH3:19])[CH3:18])[C:15](=[O:20])[NH:14][C:13]1=[O:21])[CH3:31]. The yield is 0.370. The reactants are Cl[C:2]1[CH:3]=[C:4]([C:22]#[N:23])[C:5]2[CH:6]=[CH:7][N:8]([C:11]3[NH:12][C:13](=[O:21])[NH:14][C:15](=[O:20])[C:16]=3[CH:17]([CH3:19])[CH3:18])[C:9]=2[CH:10]=1.C(=O)([O-])[O-].[K+].[K+].[CH2:30](I)[CH3:31].[C:33](OCC)(=O)C. (3) The reactants are [CH:1]([OH:4])([CH3:3])[CH3:2].N1C=CC=CC=1.Cl[C:12]([O:14][CH:15]([Cl:17])[CH3:16])=[O:13]. The catalyst is ClCCl. The product is [C:12](=[O:13])([O:4][CH:1]([CH3:3])[CH3:2])[O:14][CH:15]([Cl:17])[CH3:16]. The yield is 0.970. (4) The reactants are [C:1]([NH:4][CH:5](P(OC)(OC)=O)[C:6]([O:8][CH3:9])=[O:7])(=O)[CH3:2].C1CCN2C(=NCCC2)CC1.[O:27]1[CH:31]=[CH:30][C:29](C=O)=[C:28]1C=O. The catalyst is C(Cl)(Cl)Cl. The product is [O:27]1[C:31]2[CH:30]=[C:5]([C:6]([O:8][CH3:9])=[O:7])[N:4]=[CH:1][C:2]=2[CH:29]=[CH:28]1. The yield is 0.820. (5) The reactants are [CH2:1]([NH:3][C:4]([C:6]1[C:11]([F:12])=[CH:10][C:9]([N:13]2[CH2:18][CH2:17][N:16](C(OC(C)(C)C)=O)[CH2:15][CH2:14]2)=[C:8]([F:26])[CH:7]=1)=[O:5])[CH3:2].[ClH:27]. The catalyst is O1CCOCC1.C(OCC)C. The product is [ClH:27].[CH2:1]([NH:3][C:4](=[O:5])[C:6]1[CH:7]=[C:8]([F:26])[C:9]([N:13]2[CH2:18][CH2:17][NH:16][CH2:15][CH2:14]2)=[CH:10][C:11]=1[F:12])[CH3:2]. The yield is 0.980.